This data is from Catalyst prediction with 721,799 reactions and 888 catalyst types from USPTO. The task is: Predict which catalyst facilitates the given reaction. (1) The catalyst class is: 6. Reactant: [F:1][C:2]1[CH:7]=[CH:6][C:5]([NH:8][C:9]2([C:15]#[N:16])[CH2:14][CH2:13][CH2:12][CH2:11][CH2:10]2)=[CH:4][CH:3]=1.[O-:17][C:18]#N.[Na+].Cl.C(O)(=[O:24])C. Product: [F:1][C:2]1[CH:3]=[CH:4][C:5]([N:8]2[C:9]3([CH2:14][CH2:13][CH2:12][CH2:11][CH2:10]3)[C:15](=[O:24])[NH:16][C:18]2=[O:17])=[CH:6][CH:7]=1. (2) Reactant: [CH2:1]([O:8][C:9](=[O:47])[NH:10][C@H:11]([C:13](=[O:46])[NH:14][C@H:15]([C:26](=[O:45])[NH:27][C@@H:28]([CH2:38][C:39]1[CH:44]=[CH:43][CH:42]=[CH:41][CH:40]=1)[CH:29]([OH:37])[C:30](=[O:36])[NH:31][CH2:32][CH2:33][O:34][CH3:35])[CH2:16][C:17]1[C:25]2[C:20](=[CH:21][CH:22]=[CH:23][CH:24]=2)[NH:19][CH:18]=1)[CH3:12])[C:2]1[CH:7]=[CH:6][CH:5]=[CH:4][CH:3]=1.CC(OI1(OC(C)=O)(OC(C)=O)OC(=O)C2C=CC=CC1=2)=O. Product: [CH2:1]([O:8][C:9](=[O:47])[NH:10][C@H:11]([C:13](=[O:46])[NH:14][C@H:15]([C:26](=[O:45])[NH:27][C@@H:28]([CH2:38][C:39]1[CH:44]=[CH:43][CH:42]=[CH:41][CH:40]=1)[C:29]([C:30](=[O:36])[NH:31][CH2:32][CH2:33][O:34][CH3:35])=[O:37])[CH2:16][C:17]1[C:25]2[C:20](=[CH:21][CH:22]=[CH:23][CH:24]=2)[NH:19][CH:18]=1)[CH3:12])[C:2]1[CH:7]=[CH:6][CH:5]=[CH:4][CH:3]=1. The catalyst class is: 4. (3) Reactant: [Cl:1][C:2]1[CH:3]=[C:4]([NH2:20])[C:5]([NH:8][CH2:9][C@@H:10]2[CH2:14][CH2:13][N:12]([C:15]([CH:17]3[CH2:19][CH2:18]3)=[O:16])[CH2:11]2)=[N:6][CH:7]=1.[Br:21][C:22]1[CH:29]=[CH:28][C:25]([CH:26]=O)=[CH:24][CH:23]=1. Product: [Br:21][C:22]1[CH:29]=[CH:28][C:25]([C:26]2[N:8]([CH2:9][C@@H:10]3[CH2:14][CH2:13][N:12]([C:15]([CH:17]4[CH2:18][CH2:19]4)=[O:16])[CH2:11]3)[C:5]3=[N:6][CH:7]=[C:2]([Cl:1])[CH:3]=[C:4]3[N:20]=2)=[CH:24][CH:23]=1. The catalyst class is: 51. (4) Product: [I:1][C:8]1[C:13]([C:14]([O:16][CH2:17][CH3:18])=[O:15])=[C:12]([CH3:19])[N:11]=[C:10]2[S:20][C:21]3[CH2:26][CH2:25][CH2:24][CH2:23][C:22]=3[C:9]=12. The catalyst class is: 10. Reactant: [I-:1].[Na+].C(Cl)(=O)C.Cl[C:8]1[C:13]([C:14]([O:16][CH2:17][CH3:18])=[O:15])=[C:12]([CH3:19])[N:11]=[C:10]2[S:20][C:21]3[CH2:26][CH2:25][CH2:24][CH2:23][C:22]=3[C:9]=12. (5) Reactant: [CH2:1]([N:3]1[CH:7]([CH2:8][CH2:9][O:10][C:11]2[CH:17]=[CH:16][C:14]([NH2:15])=[CH:13][CH:12]=2)[CH:6]=[N:5][NH:4]1)[CH3:2].[C:18]1([C:24]2[O:28][N:27]=[CH:26][C:25]=2[CH2:29][CH2:30][CH2:31][C:32](O)=[O:33])[CH:23]=[CH:22][CH:21]=[CH:20][CH:19]=1.O.ON1C2C=CC=CC=2N=N1.Cl.C(N=C=NCCCN(C)C)C. Product: [CH2:1]([N:3]1[CH:7]([CH2:8][CH2:9][O:10][C:11]2[CH:12]=[CH:13][C:14]([NH:15][C:32](=[O:33])[CH2:31][CH2:30][CH2:29][C:25]3[CH:26]=[N:27][O:28][C:24]=3[C:18]3[CH:19]=[CH:20][CH:21]=[CH:22][CH:23]=3)=[CH:16][CH:17]=2)[CH:6]=[N:5][NH:4]1)[CH3:2]. The catalyst class is: 145.